The task is: Regression/Classification. Given a drug SMILES string, predict its absorption, distribution, metabolism, or excretion properties. Task type varies by dataset: regression for continuous measurements (e.g., permeability, clearance, half-life) or binary classification for categorical outcomes (e.g., BBB penetration, CYP inhibition). Dataset: rlm.. This data is from Rat liver microsome stability data. The drug is COc1ccc2[nH]c3c(c2c1)CCNC31CCN(S(=O)(=O)c2c(C)noc2C)CC1. The result is 0 (unstable in rat liver microsomes).